This data is from Merck oncology drug combination screen with 23,052 pairs across 39 cell lines. The task is: Regression. Given two drug SMILES strings and cell line genomic features, predict the synergy score measuring deviation from expected non-interaction effect. (1) Drug 2: CNC(=O)c1cc(Oc2ccc(NC(=O)Nc3ccc(Cl)c(C(F)(F)F)c3)cc2)ccn1. Cell line: NCIH520. Drug 1: CC1CC2C3CCC4=CC(=O)C=CC4(C)C3(F)C(O)CC2(C)C1(O)C(=O)CO. Synergy scores: synergy=10.8. (2) Drug 1: Cn1nnc2c(C(N)=O)ncn2c1=O. Drug 2: Cc1nc(Nc2ncc(C(=O)Nc3c(C)cccc3Cl)s2)cc(N2CCN(CCO)CC2)n1. Cell line: HT29. Synergy scores: synergy=-19.5. (3) Drug 1: Cn1nnc2c(C(N)=O)ncn2c1=O. Drug 2: NC1CCCCC1N.O=C(O)C(=O)O.[Pt+2]. Cell line: OVCAR3. Synergy scores: synergy=-25.6. (4) Synergy scores: synergy=23.4. Drug 1: COC1CC2CCC(C)C(O)(O2)C(=O)C(=O)N2CCCCC2C(=O)OC(C(C)CC2CCC(OP(C)(C)=O)C(OC)C2)CC(=O)C(C)C=C(C)C(O)C(OC)C(=O)C(C)CC(C)C=CC=CC=C1C. Cell line: NCIH1650. Drug 2: CCc1cnn2c(NCc3ccc[n+]([O-])c3)cc(N3CCCCC3CCO)nc12. (5) Drug 1: N#Cc1ccc(Cn2cncc2CN2CCN(c3cccc(Cl)c3)C(=O)C2)cc1. Drug 2: C=CCn1c(=O)c2cnc(Nc3ccc(N4CCN(C)CC4)cc3)nc2n1-c1cccc(C(C)(C)O)n1. Cell line: SW837. Synergy scores: synergy=7.28.